Task: Predict the reaction yield, written as a fraction of the theoretical maximum amount of product (1.0 means a 100% yield; for example, 0.34 means a 34% yield).. Dataset: Reaction yield outcomes from USPTO patents with 853,638 reactions (1) The reactants are [Cl:1][C:2]1[C:3]([C:14]2[N:18]([CH3:19])[C:17]3[CH:20]=[CH:21][CH:22]=[CH:23][C:16]=3[N:15]=2)=[N:4][C:5]([N:8]2[CH2:13][CH2:12][NH:11][CH2:10][CH2:9]2)=[N:6][CH:7]=1.CCN(CC)CC.[C:31](Cl)(=[O:33])[CH3:32].CO. The catalyst is ClCCl. The product is [C:31]([N:11]1[CH2:10][CH2:9][N:8]([C:5]2[N:4]=[C:3]([C:14]3[N:18]([CH3:19])[C:17]4[CH:20]=[CH:21][CH:22]=[CH:23][C:16]=4[N:15]=3)[C:2]([Cl:1])=[CH:7][N:6]=2)[CH2:13][CH2:12]1)(=[O:33])[CH3:32]. The yield is 0.660. (2) The reactants are [C:1]([C:4]1[C:22](=[O:23])[C@@:8]2([CH3:24])[C:9]3[C:15]([OH:16])=[CH:14][C:13]([O:17][CH3:18])=[C:12]([C:19]([NH2:21])=[O:20])[C:10]=3[O:11][C:7]2=[CH:6][C:5]=1[OH:25])(=[O:3])[CH3:2].[Cl:26][C:27]1[CH:32]=[C:31]([Cl:33])[C:30]([CH3:34])=[CH:29][C:28]=1[S:35]([NH:38][C:39]1[CH:44]=[C:43]([CH3:45])[C:42]([CH:46]=O)=[C:41]([CH3:48])[CH:40]=1)(=[O:37])=[O:36].C([SiH](CC)CC)C.FC(F)(F)C(O)=O. The catalyst is C(#N)C. The product is [C:1]([C:4]1[C:22](=[O:23])[C@@:8]2([CH3:24])[C:9]3[C:15]([OH:16])=[CH:14][C:13]([O:17][CH3:18])=[C:12]([C:19]([NH:21][CH2:46][C:42]4[C:43]([CH3:45])=[CH:44][C:39]([NH:38][S:35]([C:28]5[CH:29]=[C:30]([CH3:34])[C:31]([Cl:33])=[CH:32][C:27]=5[Cl:26])(=[O:37])=[O:36])=[CH:40][C:41]=4[CH3:48])=[O:20])[C:10]=3[O:11][C:7]2=[CH:6][C:5]=1[OH:25])(=[O:3])[CH3:2]. The yield is 0.670. (3) The reactants are [Br:1][C:2]1[CH:6]=[N:5][N:4]([CH:7]([CH3:9])[CH3:8])[C:3]=1[C:10]1[CH:11]=[C:12]([NH2:18])[CH:13]=[CH:14][C:15]=1[O:16][CH3:17].[Cl:19][C:20]1[CH:21]=[C:22]([N:27]=[C:28]=[O:29])[CH:23]=[CH:24][C:25]=1[F:26]. The catalyst is C(Cl)Cl. The product is [Br:1][C:2]1[CH:6]=[N:5][N:4]([CH:7]([CH3:9])[CH3:8])[C:3]=1[C:10]1[CH:11]=[C:12]([NH:18][C:28]([NH:27][C:22]2[CH:23]=[CH:24][C:25]([F:26])=[C:20]([Cl:19])[CH:21]=2)=[O:29])[CH:13]=[CH:14][C:15]=1[O:16][CH3:17]. The yield is 0.540. (4) The reactants are [CH3:1][C:2]1[CH:7]=[CH:6][CH:5]=[CH:4][N:3]=1.[Li]C(C)(C)C.[F:13][C:14]1[CH:15]=[CH:16][C:17]([O:36][CH3:37])=[C:18]([C:20]([CH3:35])([CH3:34])[CH2:21]/[C:22](=[N:27]/S(C(C)(C)C)=O)/[C:23]([F:26])([F:25])[F:24])[CH:19]=1. The catalyst is C1COCC1.CCCCC. The product is [F:13][C:14]1[CH:15]=[CH:16][C:17]([O:36][CH3:37])=[C:18]([C:20]([CH3:34])([CH3:35])[CH2:21][C:22]([NH2:27])([CH2:1][C:2]2[CH:7]=[CH:6][CH:5]=[CH:4][N:3]=2)[C:23]([F:26])([F:25])[F:24])[CH:19]=1. The yield is 0.250.